From a dataset of Forward reaction prediction with 1.9M reactions from USPTO patents (1976-2016). Predict the product of the given reaction. (1) Given the reactants [F:1][C:2]1[CH:10]=[CH:9][C:8]([CH2:11][C:12]2[C:21]3[C:16](=[CH:17][CH:18]=[CH:19][CH:20]=3)[C:15](=[O:22])[NH:14][N:13]=2)=[CH:7][C:3]=1[C:4](O)=[O:5].F[P-](F)(F)(F)(F)F.N1(OC(N(C)C)=[N+](C)C)C2C=CC=CC=2N=N1.[F:47][C:48]([F:59])([F:58])[C:49]1[N:57]=[C:52]2[CH2:53][NH:54][CH2:55][CH2:56][N:51]2[N:50]=1.C(N(CC)C(C)C)(C)C, predict the reaction product. The product is: [F:1][C:2]1[CH:10]=[CH:9][C:8]([CH2:11][C:12]2[C:21]3[C:16](=[CH:17][CH:18]=[CH:19][CH:20]=3)[C:15](=[O:22])[NH:14][N:13]=2)=[CH:7][C:3]=1[C:4]([N:54]1[CH2:55][CH2:56][N:51]2[N:50]=[C:49]([C:48]([F:58])([F:47])[F:59])[N:57]=[C:52]2[CH2:53]1)=[O:5]. (2) Given the reactants Cl[C:2]1[N:11]=[C:10]([NH:12][CH2:13][CH:14]([C:18]2[CH:23]=[CH:22][CH:21]=[CH:20][CH:19]=2)[CH:15]([CH3:17])[CH3:16])[C:9]2[C:4](=[CH:5][CH:6]=[CH:7][CH:8]=2)[N:3]=1.[N:24]1[CH:25]=[CH:26][N:27]2[CH:32]=[C:31](B(O)O)[CH:30]=[CH:29][C:28]=12.C(NC1C2C(=CC=CC=2)N=C(C2SC3C=CC=CC=3C=2)N=1)(C1C=CC=CC=1)C1C=CC=CC=1, predict the reaction product. The product is: [N:24]1[CH:25]=[CH:26][N:27]2[CH:32]=[C:31]([C:2]3[N:11]=[C:10]([NH:12][CH2:13][CH:14]([C:18]4[CH:23]=[CH:22][CH:21]=[CH:20][CH:19]=4)[CH:15]([CH3:17])[CH3:16])[C:9]4[C:4](=[CH:5][CH:6]=[CH:7][CH:8]=4)[N:3]=3)[CH:30]=[CH:29][C:28]=12. (3) Given the reactants [O:1]([C:8]1[CH:13]=[CH:12][CH:11]=[CH:10][C:9]=1[NH:14][S:15]([C:18]1[CH:26]=[CH:25][C:21]([C:22](O)=[O:23])=[CH:20][CH:19]=1)(=[O:17])=[O:16])[C:2]1[CH:7]=[CH:6][CH:5]=[CH:4][CH:3]=1.[N:27]1[CH:32]=[CH:31][CH:30]=[N:29][C:28]=1[N:33]1[CH2:38][CH2:37][N:36]([CH2:39][CH2:40][NH2:41])[CH2:35][CH2:34]1, predict the reaction product. The product is: [O:1]([C:8]1[CH:13]=[CH:12][CH:11]=[CH:10][C:9]=1[NH:14][S:15]([C:18]1[CH:19]=[CH:20][C:21]([C:22]([NH:41][CH2:40][CH2:39][N:36]2[CH2:35][CH2:34][N:33]([C:28]3[N:27]=[CH:32][CH:31]=[CH:30][N:29]=3)[CH2:38][CH2:37]2)=[O:23])=[CH:25][CH:26]=1)(=[O:17])=[O:16])[C:2]1[CH:3]=[CH:4][CH:5]=[CH:6][CH:7]=1. (4) The product is: [C:1]1([N:7]2[CH:11]=[CH:10][C:9]([C:12](=[O:15])[CH2:13][CH3:14])=[N:8]2)[CH:6]=[CH:5][CH:4]=[CH:3][CH:2]=1. Given the reactants [C:1]1([N:7]2[CH:11]=[CH:10][C:9]([CH:12]([OH:15])[CH2:13][CH3:14])=[N:8]2)[CH:6]=[CH:5][CH:4]=[CH:3][CH:2]=1.CC(OI1(OC(C)=O)(OC(C)=O)OC(=O)C2C=CC=CC1=2)=O.CCOC(C)=O, predict the reaction product. (5) Given the reactants [Br:1][C:2]1[CH:10]=[CH:9][CH:8]=[CH:7][C:3]=1[CH2:4][CH2:5][NH2:6].[CH3:11][CH2:12][CH2:13][C:14](=O)[CH2:15][CH2:16][CH3:17].C(O[BH-](OC(=O)C)OC(=O)C)(=O)C.[Na+].[OH-].[Na+], predict the reaction product. The product is: [Br:1][C:2]1[CH:10]=[CH:9][CH:8]=[CH:7][C:3]=1[CH2:4][CH2:5][NH:6][CH:14]([CH2:15][CH2:16][CH3:17])[CH2:13][CH2:12][CH3:11]. (6) Given the reactants [CH2:1]([CH:8]1[CH2:13][CH2:12][NH:11][CH2:10][CH2:9]1)[C:2]1[CH:7]=[CH:6][CH:5]=[CH:4][CH:3]=1.[CH2:14]([CH:16]1[O:18][CH2:17]1)[Cl:15], predict the reaction product. The product is: [Cl:15][CH2:14][CH:16]([OH:18])[CH2:17][N:11]1[CH2:12][CH2:13][CH:8]([CH2:1][C:2]2[CH:7]=[CH:6][CH:5]=[CH:4][CH:3]=2)[CH2:9][CH2:10]1. (7) Given the reactants Br[C:2]1[N:3]=[C:4]2[CH:9]=[CH:8][CH:7]=[C:6]([CH3:10])[N:5]2[C:11]=1[C:12]1[CH:17]=[CH:16][CH:15]=[CH:14][CH:13]=1.CC1(C)C(C)(C)OB([C:26]2[CH:31]=[CH:30][C:29]([C:32]3([NH:36][C:37](=[O:43])[O:38][C:39]([CH3:42])([CH3:41])[CH3:40])[CH2:35][CH2:34][CH2:33]3)=[CH:28][CH:27]=2)O1.P([O-])([O-])([O-])=O.[K+].[K+].[K+], predict the reaction product. The product is: [CH3:10][C:6]1[N:5]2[C:11]([C:12]3[CH:17]=[CH:16][CH:15]=[CH:14][CH:13]=3)=[C:2]([C:26]3[CH:27]=[CH:28][C:29]([C:32]4([NH:36][C:37](=[O:43])[O:38][C:39]([CH3:41])([CH3:40])[CH3:42])[CH2:33][CH2:34][CH2:35]4)=[CH:30][CH:31]=3)[N:3]=[C:4]2[CH:9]=[CH:8][CH:7]=1.